From a dataset of Peptide-MHC class II binding affinity with 134,281 pairs from IEDB. Regression. Given a peptide amino acid sequence and an MHC pseudo amino acid sequence, predict their binding affinity value. This is MHC class II binding data. (1) The peptide sequence is NRQIMDNSAKYVEHD. The binding affinity (normalized) is 0. The MHC is HLA-DQA10301-DQB10302 with pseudo-sequence HLA-DQA10301-DQB10302. (2) The peptide sequence is AEGLSGEPKGAAESS. The MHC is HLA-DQA10501-DQB10201 with pseudo-sequence HLA-DQA10501-DQB10201. The binding affinity (normalized) is 0.171. (3) The peptide sequence is EKKYFAATQFYPLAA. The MHC is DRB1_0701 with pseudo-sequence DRB1_0701. The binding affinity (normalized) is 0.896. (4) The peptide sequence is KYNLNRAMMLDDLTM. The MHC is DRB1_0802 with pseudo-sequence DRB1_0802. The binding affinity (normalized) is 0.163. (5) The binding affinity (normalized) is 0.564. The MHC is DRB1_1201 with pseudo-sequence DRB1_1201. The peptide sequence is KHIVWASRELERFAV.